Dataset: Catalyst prediction with 721,799 reactions and 888 catalyst types from USPTO. Task: Predict which catalyst facilitates the given reaction. (1) Reactant: [CH3:1][N:2]1[CH2:7][CH2:6][N:5]([C@H:8]2[CH2:13][CH2:12][CH2:11][C@H:10]([N:14]3[C:18]4[N:19]=[CH:20][N:21]=[C:22]([NH2:23])[C:17]=4[C:16]([C:24]4[CH:29]=[CH:28][C:27]([O:30][C:31]5[CH:36]=[CH:35][CH:34]=[CH:33][CH:32]=5)=[CH:26][CH:25]=4)=[CH:15]3)[CH2:9]2)[CH2:4][CH2:3]1.[ClH:37]. Product: [ClH:37].[ClH:37].[ClH:37].[CH3:1][N:2]1[CH2:3][CH2:4][N:5]([C@H:8]2[CH2:13][CH2:12][CH2:11][C@H:10]([N:14]3[C:18]4[N:19]=[CH:20][N:21]=[C:22]([NH2:23])[C:17]=4[C:16]([C:24]4[CH:29]=[CH:28][C:27]([O:30][C:31]5[CH:36]=[CH:35][CH:34]=[CH:33][CH:32]=5)=[CH:26][CH:25]=4)=[CH:15]3)[CH2:9]2)[CH2:6][CH2:7]1. The catalyst class is: 32. (2) Reactant: Cl[C:2]1[C:7]([C:8]([F:11])([F:10])[F:9])=[CH:6][N:5]=[C:4]([NH:12][C:13]2[CH:18]=[CH:17][C:16]([CH:19]3[CH2:22][N:21]([C:23]([O:25][C:26]([CH3:29])([CH3:28])[CH3:27])=[O:24])[CH2:20]3)=[CH:15][CH:14]=2)[N:3]=1.[C:30]([C:32]1[CH:37]=[CH:36][CH:35]=[CH:34][C:33]=1[CH2:38][C:39]([O:41][CH3:42])=[O:40])#[CH:31].CCN(CC)CC.C1C=CC(P(C2C=CC=CC=2)C2C=CC=CC=2)=CC=1. Product: [CH3:42][O:41][C:39](=[O:40])[CH2:38][C:33]1[CH:34]=[CH:35][CH:36]=[CH:37][C:32]=1[C:30]#[C:31][C:2]1[C:7]([C:8]([F:11])([F:10])[F:9])=[CH:6][N:5]=[C:4]([NH:12][C:13]2[CH:18]=[CH:17][C:16]([CH:19]3[CH2:22][N:21]([C:23]([O:25][C:26]([CH3:29])([CH3:28])[CH3:27])=[O:24])[CH2:20]3)=[CH:15][CH:14]=2)[N:3]=1. The catalyst class is: 538. (3) Product: [CH:53]1([S:50]([NH:49][C:47]([C@@:13]23[CH2:46][C@H:12]2[CH:11]=[CH:10][CH2:9][CH2:8][CH2:7][CH2:6][CH2:5][C@H:4]([NH:3][C:69]([N:59]([CH3:60])[CH3:56])=[O:75])[C:18](=[O:19])[N:17]2[CH2:20][C@H:21]([O:23][C:24]4[C:33]5[C:28](=[CH:29][C:30]([O:34][CH3:35])=[C:31]([CH3:77])[CH:32]=5)[N:27]=[C:26]([C:37]5[S:38][CH:39]=[C:40]([CH:42]([CH3:43])[CH3:44])[N:41]=5)[CH:25]=4)[CH2:22][C@H:16]2[C:15](=[O:45])[NH:14]3)=[O:48])(=[O:52])=[O:51])[CH2:55][CH2:54]1. Reactant: Cl.Cl.[NH2:3][C@@H:4]1[C:18](=[O:19])[N:17]2[CH2:20][C@H:21]([O:23][C:24]3[C:33]4[C:28](=[C:29](C)[C:30]([O:34][CH3:35])=[CH:31][CH:32]=4)[N:27]=[C:26]([C:37]4[S:38][CH:39]=[C:40]([CH:42]([CH3:44])[CH3:43])[N:41]=4)[CH:25]=3)[CH2:22][C@H:16]2[C:15](=[O:45])[NH:14][C@:13]2([C:47]([NH:49][S:50]([CH:53]3[CH2:55][CH2:54]3)(=[O:52])=[O:51])=[O:48])[CH2:46][C@H:12]2[CH:11]=[CH:10][CH2:9][CH2:8][CH2:7][CH2:6][CH2:5]1.[CH:56]([N:59](CC)[CH:60](C)C)(C)C.ClC(Cl)(O[C:69](=[O:75])OC(Cl)(Cl)Cl)Cl.[CH3:77]NC. The catalyst class is: 68.